Dataset: Forward reaction prediction with 1.9M reactions from USPTO patents (1976-2016). Task: Predict the product of the given reaction. The product is: [CH3:88][CH2:87][O:86][Si:85]([O:10][CH2:9][CH3:6])([O:92][CH2:93][CH3:94])[O:89][CH2:90][CH3:91]. Given the reactants CCCCO[C@H:6]([CH2:9][OH:10])CC.C(O)CCCO.C(C(CO)(CO)CC)O.O=C=NC1CC(C)(C)CC(C)(CN=C=O)C1.C([O-])(=O)CCCCCCCCCCC.C([O-])(=O)CCCCCCCCCCC.C([Sn+2]CCCC)CCC.N(CCC[Si:85]([O:92][CH2:93][CH3:94])([O:89][CH2:90][CH3:91])[O:86][CH2:87][CH3:88])=C=O, predict the reaction product.